From a dataset of Human liver microsome stability data. Regression/Classification. Given a drug SMILES string, predict its absorption, distribution, metabolism, or excretion properties. Task type varies by dataset: regression for continuous measurements (e.g., permeability, clearance, half-life) or binary classification for categorical outcomes (e.g., BBB penetration, CYP inhibition). Dataset: hlm. (1) The drug is C=C(C)[C@@H]1CC[C@]2(CNCCN(C)C)CC[C@]3(C)[C@H](CC[C@@H]4[C@@]5(C)CC=C(c6ccc(C(=O)O)cc6)C(C)(C)[C@@H]5CC[C@]43C)[C@@H]12. The result is 0 (unstable in human liver microsomes). (2) The result is 0 (unstable in human liver microsomes). The molecule is CC(=O)O[C@H]1/C2=C/[C@@H](C)C(=O)C[C@H]3[C@@H](/C=C(\C)C(=O)[C@H]2C[C@H]1C)C3(C)C.